Dataset: Peptide-MHC class II binding affinity with 134,281 pairs from IEDB. Task: Regression. Given a peptide amino acid sequence and an MHC pseudo amino acid sequence, predict their binding affinity value. This is MHC class II binding data. The peptide sequence is YDKFLANVLTVLTGK. The MHC is DRB1_1001 with pseudo-sequence DRB1_1001. The binding affinity (normalized) is 0.695.